Regression. Given a peptide amino acid sequence and an MHC pseudo amino acid sequence, predict their binding affinity value. This is MHC class II binding data. From a dataset of Peptide-MHC class II binding affinity with 134,281 pairs from IEDB. (1) The peptide sequence is HSLLRTQRLHKFLVC. The MHC is DRB1_0101 with pseudo-sequence DRB1_0101. The binding affinity (normalized) is 0.453. (2) The peptide sequence is INEPTAAAIAYGLHR. The MHC is HLA-DQA10102-DQB10602 with pseudo-sequence HLA-DQA10102-DQB10602. The binding affinity (normalized) is 0.761. (3) The peptide sequence is PVGEIYKRWIILGLNKIV. The MHC is DRB5_0101 with pseudo-sequence DRB5_0101. The binding affinity (normalized) is 0.352. (4) The peptide sequence is VYYLTRDPTTPLARAAWETA. The MHC is DRB5_0101 with pseudo-sequence DRB5_0101. The binding affinity (normalized) is 0.375.